This data is from Reaction yield outcomes from USPTO patents with 853,638 reactions. The task is: Predict the reaction yield, written as a fraction of the theoretical maximum amount of product (1.0 means a 100% yield; for example, 0.34 means a 34% yield). (1) The reactants are Br.[CH2:2]([C:4]1[N:5]=[C:6]([C@@H:9]([NH2:20])[CH2:10][C:11]2[CH:16]=[CH:15][C:14]([N+:17]([O-:19])=[O:18])=[CH:13][CH:12]=2)[S:7][CH:8]=1)[CH3:3].[C:21]([NH:24][C@H:25]([C:33](O)=[O:34])[CH2:26][C:27]1[CH:32]=[CH:31][CH:30]=[CH:29][CH:28]=1)(=[O:23])[CH3:22].ON1C2C=CC=CC=2N=N1.C(N(C(C)C)CC)(C)C.CN(C)CCCN=C=NCC. The catalyst is CN(C=O)C.O. The product is [C:21]([NH:24][C@@H:25]([CH2:26][C:27]1[CH:28]=[CH:29][CH:30]=[CH:31][CH:32]=1)[C:33]([NH:20][C@H:9]([C:6]1[S:7][CH:8]=[C:4]([CH2:2][CH3:3])[N:5]=1)[CH2:10][C:11]1[CH:16]=[CH:15][C:14]([N+:17]([O-:19])=[O:18])=[CH:13][CH:12]=1)=[O:34])(=[O:23])[CH3:22]. The yield is 0.700. (2) The reactants are S(Cl)(Cl)=O.[C:5]1([C:11]2[CH:15]=[CH:14][O:13][C:12]=2C(O)=O)[CH:10]=[CH:9][CH:8]=[CH:7][CH:6]=1.[N-:19]=[N+]=[N-].[Na+].C([O:25][CH2:26]C)C. The catalyst is C1C=CC=CC=1.O. The product is [CH:15]1[C:11]2[C:5]3[CH:6]=[CH:7][CH:8]=[CH:9][C:10]=3[C:26](=[O:25])[NH:19][C:12]=2[O:13][CH:14]=1. The yield is 0.680. (3) The reactants are [Br:1][C:2]1[CH:3]=[CH:4][C:5]2[NH:6][C:7](=[O:15])[N:8]([CH2:13][CH3:14])[C:9](=[O:12])[C:10]=2[N:11]=1.C(=O)([O-])[O-].[K+].[K+].[CH2:22](I)[CH3:23]. The catalyst is CN(C=O)C. The product is [Br:1][C:2]1[CH:3]=[CH:4][C:5]2[N:6]([CH2:22][CH3:23])[C:7](=[O:15])[N:8]([CH2:13][CH3:14])[C:9](=[O:12])[C:10]=2[N:11]=1. The yield is 0.690. (4) The reactants are [OH:1][C@H:2]1[CH2:6][CH2:5][N:4]([C:7]([O:9][C:10]([CH3:13])([CH3:12])[CH3:11])=[O:8])[CH2:3]1.[N+:14]([C:17]1[CH:22]=[CH:21][CH:20]=[CH:19][C:18]=1[S:23](Cl)(=[O:25])=[O:24])([O-:16])=[O:15].C(N(CC)CC)C. The catalyst is CN(C)C1C=CN=CC=1.ClCCl. The product is [N+:14]([C:17]1[CH:22]=[CH:21][CH:20]=[CH:19][C:18]=1[S:23]([O:1][C@H:2]1[CH2:6][CH2:5][N:4]([C:7]([O:9][C:10]([CH3:13])([CH3:12])[CH3:11])=[O:8])[CH2:3]1)(=[O:25])=[O:24])([O-:16])=[O:15]. The yield is 0.670.